This data is from Reaction yield outcomes from USPTO patents with 853,638 reactions. The task is: Predict the reaction yield, written as a fraction of the theoretical maximum amount of product (1.0 means a 100% yield; for example, 0.34 means a 34% yield). (1) The reactants are O1CCOCC1.[C:7]([O:11][C:12]([N:14]1[CH2:18][CH2:17][CH2:16][C@H:15]1[C:19]1[NH:20][C:21]([C:24]2[CH:29]=[CH:28][C:27](Br)=[CH:26][CH:25]=2)=[CH:22][N:23]=1)=[O:13])([CH3:10])([CH3:9])[CH3:8].[B:31]1([B:31]2[O:35][C:34]([CH3:37])([CH3:36])[C:33]([CH3:39])([CH3:38])[O:32]2)[O:35][C:34]([CH3:37])([CH3:36])[C:33]([CH3:39])([CH3:38])[O:32]1.C([O-])(=O)C.[K+]. The catalyst is C(OCC)(=O)C.C1C=CC([P]([Pd]([P](C2C=CC=CC=2)(C2C=CC=CC=2)C2C=CC=CC=2)([P](C2C=CC=CC=2)(C2C=CC=CC=2)C2C=CC=CC=2)[P](C2C=CC=CC=2)(C2C=CC=CC=2)C2C=CC=CC=2)(C2C=CC=CC=2)C2C=CC=CC=2)=CC=1. The product is [C:7]([O:11][C:12]([N:14]1[CH2:18][CH2:17][CH2:16][C@H:15]1[C:19]1[NH:20][C:21]([C:24]2[CH:29]=[CH:28][C:27]([B:31]3[O:35][C:34]([CH3:37])([CH3:36])[C:33]([CH3:39])([CH3:38])[O:32]3)=[CH:26][CH:25]=2)=[CH:22][N:23]=1)=[O:13])([CH3:10])([CH3:9])[CH3:8]. The yield is 0.760. (2) The reactants are [C:1]([NH:5][C:6]([N:8]1[CH2:13][CH2:12][N:11]2[N:14]=[C:15]([I:20])[C:16]([C:17](O)=[O:18])=[C:10]2[CH2:9]1)=[O:7])([CH3:4])([CH3:3])[CH3:2].[Cl-].[NH4+].C[N:24](C(ON1N=NC2C=CC=NC1=2)=[N+](C)C)C.F[P-](F)(F)(F)(F)F.CCN(C(C)C)C(C)C. The catalyst is CN(C=O)C. The product is [C:1]([NH:5][C:6]([N:8]1[CH2:13][CH2:12][N:11]2[N:14]=[C:15]([I:20])[C:16]([C:17]([NH2:24])=[O:18])=[C:10]2[CH2:9]1)=[O:7])([CH3:4])([CH3:3])[CH3:2]. The yield is 0.850. (3) The reactants are O=C1C2C(=CC=CC=2)C(=O)[N:3]1[CH:12]1[CH2:21][CH2:20][C:19]2[CH:18]=[C:17]([S:22][C:23](=[O:27])[N:24]([CH3:26])[CH3:25])[CH:16]=[CH:15][C:14]=2[CH2:13]1.NN. The catalyst is CCO. The product is [NH2:3][CH:12]1[CH2:21][CH2:20][C:19]2[CH:18]=[C:17]([S:22][C:23](=[O:27])[N:24]([CH3:25])[CH3:26])[CH:16]=[CH:15][C:14]=2[CH2:13]1. The yield is 1.00. (4) The reactants are Cl[C:2]1[C:11]2[C:6](=[CH:7][CH:8]=[C:9]([CH3:12])[CH:10]=2)[N:5]([CH2:13][C:14]2[CH:19]=[CH:18][C:17]([F:20])=[CH:16][CH:15]=2)[C:4](=[O:21])[C:3]=1[C:22]#[N:23].[NH:24]1[CH2:29][CH2:28][NH:27][CH2:26][CH2:25]1. The catalyst is ClCCl. The product is [F:20][C:17]1[CH:18]=[CH:19][C:14]([CH2:13][N:5]2[C:6]3[C:11](=[CH:10][C:9]([CH3:12])=[CH:8][CH:7]=3)[C:2]([N:24]3[CH2:29][CH2:28][NH:27][CH2:26][CH2:25]3)=[C:3]([C:22]#[N:23])[C:4]2=[O:21])=[CH:15][CH:16]=1. The yield is 0.720. (5) The reactants are [C:1]12([NH2:11])[CH2:10][CH:5]3[CH2:6][CH:7]([CH2:9][CH:3]([CH2:4]3)[CH2:2]1)[CH2:8]2.[N:12]1[C:16]2[CH:17]=[CH:18][C:19]([CH:21]=O)=[CH:20][C:15]=2[NH:14][CH:13]=1. No catalyst specified. The product is [C:1]12([NH:11][CH2:21][C:19]3[CH:18]=[CH:17][C:16]4[N:12]=[CH:13][NH:14][C:15]=4[CH:20]=3)[CH2:8][CH:7]3[CH2:6][CH:5]([CH2:4][CH:3]([CH2:9]3)[CH2:2]1)[CH2:10]2. The yield is 0.750. (6) The reactants are [Br:1][C:2]1[CH:3]=[CH:4][C:5]([CH3:16])=[C:6]([C:8]2[CH:13]=[C:12](Cl)[N:11]=[C:10]([NH2:15])[N:9]=2)[CH:7]=1.[Cl:17][C:18]1[CH:23]=[CH:22][C:21]([NH2:24])=[CH:20][CH:19]=1. No catalyst specified. The product is [Br:1][C:2]1[CH:3]=[CH:4][C:5]([CH3:16])=[C:6]([C:8]2[N:9]=[C:10]([NH2:15])[N:11]=[C:12]([NH:24][C:21]3[CH:22]=[CH:23][C:18]([Cl:17])=[CH:19][CH:20]=3)[CH:13]=2)[CH:7]=1. The yield is 0.760.